Dataset: HIV replication inhibition screening data with 41,000+ compounds from the AIDS Antiviral Screen. Task: Binary Classification. Given a drug SMILES string, predict its activity (active/inactive) in a high-throughput screening assay against a specified biological target. (1) The molecule is Oc1c(C(O)N2CCOCC2)cc(C(O)N2CCOCC2)c(O)c1O.Oc1c(CN2CCOCC2)cc(CN2CCOCC2)c(O)c1O. The result is 0 (inactive). (2) The drug is Cc1ccc(N=Nc2ccc(O)c(N=Nc3ccc(S(=O)(=O)O)cc3)c2O)c(C)c1. The result is 0 (inactive). (3) The drug is Cc1ccc([S+](c2ccc(C)cc2)c2ccc(C)cc2)cc1. The result is 0 (inactive). (4) The compound is O=C(O)c1nc2cc(C(F)(F)F)ccc2nc1O. The result is 0 (inactive). (5) The drug is Cc1cc(=O)n2ccnc2[nH]1. The result is 0 (inactive). (6) The compound is CC(C)CC(NC(=O)C(Cc1ccccc1)NC(=O)C(Cc1ccccc1)NC(=O)OC(C)(C)C)C(=O)OCc1ccccc1. The result is 0 (inactive). (7) The molecule is Cc1cn(C2CC(N=[N+]=[N-])C(COC(=O)CCCCCCCCCCOc3ccccc3)O2)c(=O)[nH]c1=O. The result is 1 (active). (8) The compound is CCC(O)(COC(N)=O)c1ccccc1. The result is 0 (inactive). (9) The compound is CCCCNc1ccc(C=C2C=Cc3ccccc32)cc1. The result is 0 (inactive). (10) The drug is O=C(O)Cc1ccc2c(c1)sc1nc(-c3ccc(Br)cc3)cn12. The result is 0 (inactive).